Dataset: Full USPTO retrosynthesis dataset with 1.9M reactions from patents (1976-2016). Task: Predict the reactants needed to synthesize the given product. (1) Given the product [F:28][C:25]1[CH:26]=[CH:27][C:21]2[O:20][C:17]3([CH2:16][CH2:15][NH:14][CH2:19][CH2:18]3)[CH2:23][C:22]=2[CH:24]=1, predict the reactants needed to synthesize it. The reactants are: ClC(OCC)=O.C([N:14]1[CH2:19][CH2:18][C:17]2([CH2:23][C:22]3[CH:24]=[C:25]([F:28])[CH:26]=[CH:27][C:21]=3[O:20]2)[CH2:16][CH2:15]1)C1C=CC=CC=1. (2) Given the product [CH3:20][NH:19][CH2:18][CH2:17][C:16]1[CH:31]=[CH:32][C:13]([C:10]2[O:11][C:12]3[C:4]([C:1]([NH2:2])=[O:3])=[CH:5][CH:6]=[CH:7][C:8]=3[N:9]=2)=[CH:14][CH:15]=1, predict the reactants needed to synthesize it. The reactants are: [C:1]([C:4]1[C:12]2[O:11][C:10]([C:13]3[CH:32]=[CH:31][C:16]([CH2:17][CH2:18][N:19](C)[C:20](=O)OCC4C=CC=CC=4)=[CH:15][CH:14]=3)=[N:9][C:8]=2[CH:7]=[CH:6][CH:5]=1)(=[O:3])[NH2:2].[H][H]. (3) Given the product [CH3:1][C:2]1[N:3]=[CH:4][O:5][C:6]=1[C:7](=[N:14][O:15][CH2:16][C:17]1[N:22]=[C:21]([NH:23][C:30](=[O:36])[CH2:31][CH2:32][CH2:33][CH2:34][CH3:35])[CH:20]=[CH:19][CH:18]=1)[C:8]1[CH:9]=[CH:10][CH:11]=[CH:12][CH:13]=1, predict the reactants needed to synthesize it. The reactants are: [CH3:1][C:2]1[N:3]=[CH:4][O:5][C:6]=1[C:7](=[N:14][O:15][CH2:16][C:17]1[N:22]=[C:21]([NH2:23])[CH:20]=[CH:19][CH:18]=1)[C:8]1[CH:13]=[CH:12][CH:11]=[CH:10][CH:9]=1.N1C=CC=CC=1.[C:30](Cl)(=[O:36])[CH2:31][CH2:32][CH2:33][CH2:34][CH3:35]. (4) Given the product [C:1]([O:5][C:6]([NH:8][CH:9]([C:11]1[CH:18]=[CH:17][C:16]([Cl:19])=[CH:15][C:12]=1[CH2:13][N:45]=[N+:46]=[N-:47])[CH3:10])=[O:7])([CH3:4])([CH3:3])[CH3:2], predict the reactants needed to synthesize it. The reactants are: [C:1]([O:5][C:6]([NH:8][CH:9]([C:11]1[CH:18]=[CH:17][C:16]([Cl:19])=[CH:15][C:12]=1[CH2:13]O)[CH3:10])=[O:7])([CH3:4])([CH3:3])[CH3:2].C1CCN2C(=NCCC2)CC1.C1C=CC(P([N:45]=[N+:46]=[N-:47])(C2C=CC=CC=2)=O)=CC=1. (5) The reactants are: Br[C:2]1[CH:7]=[CH:6][C:5]([C:8]2[NH:17][C:16](=[O:18])[C:15]3[C:10](=[CH:11][C:12]([O:21][CH3:22])=[CH:13][C:14]=3[O:19][CH3:20])[N:9]=2)=[CH:4][CH:3]=1.[NH2:23][C:24]1[CH:29]=[CH:28][N:27]=[CH:26][CH:25]=1.CC1(C)C2C(=C(P(C3C=CC=CC=3)C3C=CC=CC=3)C=CC=2)OC2C(P(C3C=CC=CC=3)C3C=CC=CC=3)=CC=CC1=2.C([O-])([O-])=O.[Cs+].[Cs+]. Given the product [CH3:20][O:19][C:14]1[CH:13]=[C:12]([O:21][CH3:22])[CH:11]=[C:10]2[C:15]=1[C:16](=[O:18])[NH:17][C:8]([C:5]1[CH:6]=[CH:7][C:2]([NH:23][C:24]3[CH:29]=[CH:28][N:27]=[CH:26][CH:25]=3)=[CH:3][CH:4]=1)=[N:9]2, predict the reactants needed to synthesize it.